This data is from Reaction yield outcomes from USPTO patents with 853,638 reactions. The task is: Predict the reaction yield, written as a fraction of the theoretical maximum amount of product (1.0 means a 100% yield; for example, 0.34 means a 34% yield). (1) The reactants are [F:1][C:2]1[CH:7]=[CH:6][CH:5]=[C:4]([F:8])[C:3]=1[N:9]1[C:14]2[N:15]=[C:16]([S:29][CH3:30])[N:17]=[C:18]([C:19]3[CH:20]=[C:21]([CH:25]=[CH:26][C:27]=3[CH3:28])[C:22](O)=[O:23])[C:13]=2[CH2:12][NH:11][C:10]1=[O:31].[NH2:32][C:33]1[S:34][CH:35]=[CH:36][N:37]=1.CN(C(ON1N=NC2C=CC=CC1=2)=[N+](C)C)C.F[P-](F)(F)(F)(F)F.CCN(CC)CC. The catalyst is CN(C=O)C. The product is [F:1][C:2]1[CH:7]=[CH:6][CH:5]=[C:4]([F:8])[C:3]=1[N:9]1[C:14]2[N:15]=[C:16]([S:29][CH3:30])[N:17]=[C:18]([C:19]3[CH:20]=[C:21]([CH:25]=[CH:26][C:27]=3[CH3:28])[C:22]([NH:32][C:33]3[S:34][CH:35]=[CH:36][N:37]=3)=[O:23])[C:13]=2[CH2:12][NH:11][C:10]1=[O:31]. The yield is 0.600. (2) The reactants are [Cl:1][C:2]1[CH:3]=[C:4]([CH:16]=[CH:17][CH:18]=1)[CH2:5][C:6]1[S:10][C:9]([CH:11]2OCC[O:12]2)=[CH:8][CH:7]=1.C(O)(=O)CC(CC(O)=O)(C(O)=O)O.C(=O)(O)[O-].[Na+].C(OCC)(=O)C. The catalyst is CO. The product is [Cl:1][C:2]1[CH:3]=[C:4]([CH:16]=[CH:17][CH:18]=1)[CH2:5][C:6]1[S:10][C:9]([CH:11]=[O:12])=[CH:8][CH:7]=1. The yield is 0.892. (3) The reactants are [F:1][CH:2]([F:30])[C:3]1[CH:8]=[C:7]([O:9][CH2:10][C@H:11]2[CH2:15][O:14][C:13]([CH3:17])([CH3:16])[O:12]2)[CH:6]=[CH:5][C:4]=1[C:18]1[NH:22][C:21]2[CH:23]=[CH:24][CH:25]=[C:26]([C:27](O)=[O:28])[C:20]=2[N:19]=1.S1C=CN=C1N.CN(C(ON1N=[N:52][C:47]2[CH:48]=[CH:49][CH:50]=[N:51]C1=2)=[N+](C)C)C.F[P-](F)(F)(F)(F)F.CCN(C(C)C)C(C)C. The catalyst is CN(C=O)C.O. The product is [F:30][CH:2]([F:1])[C:3]1[CH:8]=[C:7]([O:9][CH2:10][C@H:11]2[CH2:15][O:14][C:13]([CH3:16])([CH3:17])[O:12]2)[CH:6]=[CH:5][C:4]=1[C:18]1[NH:22][C:21]2[CH:23]=[CH:24][CH:25]=[C:26]([C:27]([NH:52][C:47]3[CH2:48][CH:49]=[CH:50][N:51]=3)=[O:28])[C:20]=2[N:19]=1. The yield is 0.650. (4) The reactants are [CH3:1][N:2]1[CH2:7][CH2:6][C:5]2=[CH:8][NH:9][CH:10]=[C:4]2[C:3]1=[O:11].CN([CH:15]=[O:16])C.O=P(Cl)(Cl)Cl. No catalyst specified. The product is [CH3:1][N:2]1[CH2:7][CH2:6][C:5]2=[C:8]([CH:15]=[O:16])[NH:9][CH:10]=[C:4]2[C:3]1=[O:11]. The yield is 0.330.